This data is from Catalyst prediction with 721,799 reactions and 888 catalyst types from USPTO. The task is: Predict which catalyst facilitates the given reaction. (1) Reactant: C(N(CCC)[C:5]1[CH:10]=[CH:9][C:8]([NH:11][C:12](=[O:27])[C:13]2[CH:18]=[CH:17][C:16]([CH2:19][NH:20][CH2:21][C:22]3[NH:23][CH:24]=[CH:25][N:26]=3)=[CH:15][CH:14]=2)=[CH:7][CH:6]=1)CC.[C:31]1([CH:41]=O)[C:40]2[C:35](=[CH:36][CH:37]=[CH:38][CH:39]=2)[CH:34]=[CH:33][N:32]=1.[C:43]([BH3-])#[N:44].[Na+].C(=O)(O)[O-].[Na+]. Product: [CH2:6]([N:44]([CH2:43][C:5]1[CH:10]=[CH:9][C:8]([NH:11][C:12](=[O:27])[C:13]2[CH:14]=[CH:15][C:16]([CH2:19][N:20]([CH2:21][C:22]3[NH:26][CH:25]=[CH:24][N:23]=3)[CH2:41][C:31]3[C:40]4[C:35](=[CH:36][CH:37]=[CH:38][CH:39]=4)[CH:34]=[CH:33][N:32]=3)=[CH:17][CH:18]=2)=[CH:7][CH:6]=1)[CH2:7][CH2:8][CH3:9])[CH2:5][CH3:10]. The catalyst class is: 130. (2) The catalyst class is: 1. Reactant: [Li]CCCC.[Cl:6][C:7]1[C:8]2[CH:15]=[CH:14][N:13]([C:16]([CH3:21])([CH2:19][OH:20])[CH2:17]O)[C:9]=2[N:10]=[CH:11][N:12]=1.S(Cl)(C1C=CC(C)=CC=1)(=O)=O. Product: [Cl:6][C:7]1[C:8]2[CH:15]=[CH:14][N:13]([C:16]3([CH3:21])[CH2:19][O:20][CH2:17]3)[C:9]=2[N:10]=[CH:11][N:12]=1. (3) Reactant: C(OC([NH:11][C@H:12]([C:38]([O:40][C:41]([CH3:44])([CH3:43])[CH3:42])=[O:39])[CH2:13][C:14]1[CH:15]=[N:16][C:17](/[CH:20]=[CH:21]/[CH2:22][C:23]2[CH:28]=[CH:27][CH:26]=[C:25]([N:29]([C:31]([O:33][C:34]([CH3:37])([CH3:36])[CH3:35])=[O:32])[CH3:30])[N:24]=2)=[CH:18][CH:19]=1)=O)C1C=CC=CC=1. Product: [C:34]([O:33][C:31]([N:29]([CH3:30])[C:25]1[N:24]=[C:23]([CH2:22][CH2:21][CH2:20][C:17]2[N:16]=[CH:15][C:14]([CH2:13][C@@H:12]([C:38]([O:40][C:41]([CH3:44])([CH3:43])[CH3:42])=[O:39])[NH2:11])=[CH:19][CH:18]=2)[CH:28]=[CH:27][CH:26]=1)=[O:32])([CH3:37])([CH3:36])[CH3:35]. The catalyst class is: 29. (4) Reactant: [NH3:1].[Cl:2][C:3]1[CH:12]=[CH:11][C:10]([C:13]2[C:18]([N:19]([CH3:21])[CH3:20])=[CH:17][CH:16]=[CH:15][N:14]=2)=[CH:9][C:4]=1[C:5](OC)=[O:6]. Product: [Cl:2][C:3]1[CH:12]=[CH:11][C:10]([C:13]2[C:18]([N:19]([CH3:21])[CH3:20])=[CH:17][CH:16]=[CH:15][N:14]=2)=[CH:9][C:4]=1[C:5]([NH2:1])=[O:6]. The catalyst class is: 5. (5) Reactant: [Br:1][C:2]1[C:10]2[NH:9][C:8]3[CH2:11][CH2:12][N:13](C(OCC)=O)[CH2:14][C:7]=3[C:6]=2[C:5]([Br:20])=[CH:4][CH:3]=1.[OH-].[K+]. Product: [Br:1][C:2]1[C:10]2[NH:9][C:8]3[CH2:11][CH2:12][NH:13][CH2:14][C:7]=3[C:6]=2[C:5]([Br:20])=[CH:4][CH:3]=1. The catalyst class is: 40. (6) Reactant: [CH:1]1[C:13]2[CH:12]([CH2:14][O:15][C:16]([NH:18][CH2:19][CH2:20][CH2:21][CH2:22][CH2:23][C:24](O)=[O:25])=[O:17])[C:11]3[C:6](=[CH:7][CH:8]=[CH:9][CH:10]=3)[C:5]=2[CH:4]=[CH:3][CH:2]=1.[CH3:27][O:28][C:29]1[CH:37]=[C:36]([O:38][CH3:39])[CH:35]=[CH:34][C:30]=1[CH2:31][O:32][NH2:33].C1CCC(N=C=NC2CCCCC2)CC1. Product: [CH:10]1[C:11]2[CH:12]([CH2:14][O:15][C:16](=[O:17])[NH:18][CH2:19][CH2:20][CH2:21][CH2:22][CH2:23][C:24](=[O:25])[NH:33][O:32][CH2:31][C:30]3[CH:34]=[CH:35][C:36]([O:38][CH3:39])=[CH:37][C:29]=3[O:28][CH3:27])[C:13]3[C:5](=[CH:4][CH:3]=[CH:2][CH:1]=3)[C:6]=2[CH:7]=[CH:8][CH:9]=1. The catalyst class is: 2. (7) Reactant: [C:1]([O:5][C:6]([N:8]1[CH2:13][CH2:12][N:11]([CH:14]([C:21]2[CH:26]=[CH:25][CH:24]=[CH:23][C:22]=2[F:27])[CH2:15][NH:16][S:17]([CH3:20])(=[O:19])=[O:18])[CH2:10][CH2:9]1)=[O:7])([CH3:4])([CH3:3])[CH3:2].[H-].[Na+].I[CH2:31][CH3:32]. Product: [C:1]([O:5][C:6]([N:8]1[CH2:9][CH2:10][N:11]([CH:14]([C:21]2[CH:26]=[CH:25][CH:24]=[CH:23][C:22]=2[F:27])[CH2:15][N:16]([CH2:31][CH3:32])[S:17]([CH3:20])(=[O:19])=[O:18])[CH2:12][CH2:13]1)=[O:7])([CH3:4])([CH3:2])[CH3:3]. The catalyst class is: 49. (8) Reactant: [F:1][C:2]1[CH:3]=[CH:4][C:5]([O:28][CH3:29])=[C:6]([C:8]2[CH:13]=[CH:12][N:11]=[C:10]3[NH:14][C:15]([C:17]4[CH2:22][CH2:21][CH:20]([C:23]([O:25]CC)=[O:24])[CH2:19][CH:18]=4)=[CH:16][C:9]=23)[CH:7]=1.[OH-].[Na+]. Product: [F:1][C:2]1[CH:3]=[CH:4][C:5]([O:28][CH3:29])=[C:6]([C:8]2[CH:13]=[CH:12][N:11]=[C:10]3[NH:14][C:15]([C:17]4[CH2:22][CH2:21][CH:20]([C:23]([OH:25])=[O:24])[CH2:19][CH:18]=4)=[CH:16][C:9]=23)[CH:7]=1. The catalyst class is: 38. (9) Reactant: [Cl:1][C:2]1[C:3]([N:9]2[C:13]([C:14]([O:16]CC)=[O:15])=[CH:12][C:11]([O:19][CH2:20][C:21]#[CH:22])=[N:10]2)=[N:4][CH:5]=[C:6]([Cl:8])[CH:7]=1.CO.O.[OH-].[Na+]. Product: [Cl:1][C:2]1[C:3]([N:9]2[C:13]([C:14]([OH:16])=[O:15])=[CH:12][C:11]([O:19][CH2:20][C:21]#[CH:22])=[N:10]2)=[N:4][CH:5]=[C:6]([Cl:8])[CH:7]=1. The catalyst class is: 28. (10) Reactant: [Br:1][C:2]1[CH:3]=[C:4]([CH2:8][C:9]([OH:11])=O)[CH:5]=[CH:6][CH:7]=1.[CH3:12][NH:13][O:14][CH3:15].Cl.C(N=C=NCCCN(C)C)C.ON1C2C=CC=CC=2N=N1. Product: [Br:1][C:2]1[CH:3]=[C:4]([CH2:8][C:9]([N:13]([O:14][CH3:15])[CH3:12])=[O:11])[CH:5]=[CH:6][CH:7]=1. The catalyst class is: 289.